From a dataset of Catalyst prediction with 721,799 reactions and 888 catalyst types from USPTO. Predict which catalyst facilitates the given reaction. (1) Reactant: [H-].[Al+3].[Li+].[H-].[H-].[H-].C[O:8][C:9]([C:11]1[CH:20]=[C:19]([O:21][CH2:22][C:23]2[CH:28]=[CH:27][CH:26]=[CH:25][CH:24]=2)[C:18]2[C:13](=[CH:14][CH:15]=[C:16]([F:29])[CH:17]=2)[CH:12]=1)=O.Cl. Product: [CH2:22]([O:21][C:19]1[C:18]2[C:13](=[CH:14][CH:15]=[C:16]([F:29])[CH:17]=2)[CH:12]=[C:11]([CH2:9][OH:8])[CH:20]=1)[C:23]1[CH:24]=[CH:25][CH:26]=[CH:27][CH:28]=1. The catalyst class is: 7. (2) Reactant: [CH:1]([C:4]1[CH:9]=[CH:8][CH:7]=[CH:6][C:5]=1[N:10]=[C:11]1[N:16]=[CH:15][C:14]([CH3:18])([CH3:17])[CH2:13][S:12]1)([CH3:3])[CH3:2].C(N(CC)CC)C.ClCCl.[C:29](Cl)(=[O:32])[CH2:30][CH3:31]. Product: [CH:1]([C:4]1[CH:9]=[CH:8][CH:7]=[CH:6][C:5]=1[N:10]=[C:11]1[N:16]([C:29](=[O:32])[CH2:30][CH3:31])[CH2:15][C:14]([CH3:18])([CH3:17])[CH2:13][S:12]1)([CH3:3])[CH3:2]. The catalyst class is: 6. (3) Reactant: [CH3:1][O:2][C:3]1[CH:8]=[CH:7][C:6]([C@@H:9]2[C@@H:14]([O:15][CH2:16][C:17]3[CH:18]=[CH:19][C:20]4[O:25][CH2:24][CH2:23][N:22]([CH2:26][CH2:27][CH2:28][O:29][CH3:30])[C:21]=4[CH:31]=3)[CH2:13][N:12]([S:32]([C:35]3[CH:40]=[CH:39][C:38]([CH3:41])=[CH:37][CH:36]=3)(=[O:34])=[O:33])[C@H:11]([CH2:42][C@H:43]([NH2:45])[CH3:44])[CH2:10]2)=[CH:5][CH:4]=1.CC(C)([O-])C.[Na+].Cl[C:53]1[CH:58]=[CH:57][CH:56]=[CH:55][N:54]=1.C1(P(C2C=CC=CC=2)CCCP(C2C=CC=CC=2)C2C=CC=CC=2)C=CC=CC=1. Product: [CH3:1][O:2][C:3]1[CH:4]=[CH:5][C:6]([C@@H:9]2[C@@H:14]([O:15][CH2:16][C:17]3[CH:18]=[CH:19][C:20]4[O:25][CH2:24][CH2:23][N:22]([CH2:26][CH2:27][CH2:28][O:29][CH3:30])[C:21]=4[CH:31]=3)[CH2:13][N:12]([S:32]([C:35]3[CH:40]=[CH:39][C:38]([CH3:41])=[CH:37][CH:36]=3)(=[O:33])=[O:34])[C@H:11]([CH2:42][C@H:43]([NH:45][C:53]3[CH:58]=[CH:57][CH:56]=[CH:55][N:54]=3)[CH3:44])[CH2:10]2)=[CH:7][CH:8]=1. The catalyst class is: 498. (4) Reactant: C1(C)C=CC(S(O[CH2:11][C@@H:12]2[O:26][C:16]3=[C:17]4[C:22](=[CH:23][CH:24]=[C:15]3[O:14][CH2:13]2)[N:21]=[C:20]([CH3:25])[CH:19]=[CH:18]4)(=O)=O)=CC=1.[S:28]1[C:32]([C:33]2[CH2:34][CH2:35][NH:36][CH2:37][CH:38]=2)=[CH:31][C:30]2[CH:39]=[CH:40][CH:41]=[CH:42][C:29]1=2. Product: [S:28]1[C:32]([C:33]2[CH2:34][CH2:35][N:36]([CH2:11][CH:12]3[O:26][C:16]4=[C:17]5[C:22](=[CH:23][CH:24]=[C:15]4[O:14][CH2:13]3)[N:21]=[C:20]([CH3:25])[CH:19]=[CH:18]5)[CH2:37][CH:38]=2)=[CH:31][C:30]2[CH:39]=[CH:40][CH:41]=[CH:42][C:29]1=2. The catalyst class is: 16. (5) Reactant: [NH2:1][C:2]1[N:10]=[CH:9][N:8]=[C:7]2[C:3]=1[N:4]=[CH:5][N:6]2[C@H:11]1[C@@H:15]2[O:16][C:17]([CH3:20])([CH3:19])[O:18][C@@H:14]2[C@@H:13]([CH2:21][NH:22][CH2:23][CH2:24][CH2:25][NH:26][C:27]([NH:29][C:30]2[CH:35]=[CH:34][C:33]([C:36]([CH3:39])([CH3:38])[CH3:37])=[CH:32][CH:31]=2)=[O:28])[O:12]1.I[CH2:41][CH2:42][OH:43].C([O-])([O-])=O.[K+].[K+]. Product: [NH2:1][C:2]1[N:10]=[CH:9][N:8]=[C:7]2[C:3]=1[N:4]=[CH:5][N:6]2[C@H:11]1[C@@H:15]2[O:16][C:17]([CH3:19])([CH3:20])[O:18][C@@H:14]2[C@@H:13]([CH2:21][N:22]([CH2:41][CH2:42][OH:43])[CH2:23][CH2:24][CH2:25][NH:26][C:27]([NH:29][C:30]2[CH:35]=[CH:34][C:33]([C:36]([CH3:39])([CH3:38])[CH3:37])=[CH:32][CH:31]=2)=[O:28])[O:12]1. The catalyst class is: 23. (6) Reactant: [CH2:1]([N:8]1[CH2:13][CH2:12][CH:11]([NH2:14])[CH2:10][CH2:9]1)[C:2]1[CH:7]=[CH:6][CH:5]=[CH:4][CH:3]=1.CCN(CC)CC.[C:22](O[C:22]([O:24][C:25]([CH3:28])([CH3:27])[CH3:26])=[O:23])([O:24][C:25]([CH3:28])([CH3:27])[CH3:26])=[O:23]. Product: [CH2:1]([N:8]1[CH2:13][CH2:12][CH:11]([NH:14][C:22](=[O:23])[O:24][C:25]([CH3:28])([CH3:27])[CH3:26])[CH2:10][CH2:9]1)[C:2]1[CH:3]=[CH:4][CH:5]=[CH:6][CH:7]=1. The catalyst class is: 2. (7) Reactant: [F:1][C:2]1[CH:24]=[C:23]([C:25]([F:28])([F:27])[F:26])[C:22]([C:29]2[C:30]([CH3:48])=[N:31][C:32]([N:35]3[CH2:42][C:41]4[C:37](=[N:38][N:39]([CH2:43][C:44]([OH:47])([CH3:46])[CH3:45])[CH:40]=4)[CH2:36]3)=[CH:33][CH:34]=2)=[CH:21][C:3]=1[CH2:4][O:5][C:6]1[N:11]=[CH:10][C:9]2[C@@H:12]3[C@@H:15]([C:16]([O:18]CC)=[O:17])[C@@H:13]3[CH2:14][C:8]=2[CH:7]=1.[Li+].[OH-].O. Product: [F:1][C:2]1[CH:24]=[C:23]([C:25]([F:28])([F:26])[F:27])[C:22]([C:29]2[C:30]([CH3:48])=[N:31][C:32]([N:35]3[CH2:42][C:41]4[C:37](=[N:38][N:39]([CH2:43][C:44]([OH:47])([CH3:45])[CH3:46])[CH:40]=4)[CH2:36]3)=[CH:33][CH:34]=2)=[CH:21][C:3]=1[CH2:4][O:5][C:6]1[N:11]=[CH:10][C:9]2[C@@H:12]3[C@@H:15]([C:16]([OH:18])=[O:17])[C@@H:13]3[CH2:14][C:8]=2[CH:7]=1. The catalyst class is: 636. (8) Reactant: [Cl:1][C:2]1[CH:3]=[C:4]([CH3:12])[C:5]2[O:9][C:8](S)=[N:7][C:6]=2[CH:11]=1.[CH3:13][N:14]1[CH2:20][CH2:19][CH2:18][NH:17][CH2:16][CH2:15]1. Product: [Cl:1][C:2]1[CH:3]=[C:4]([CH3:12])[C:5]2[O:9][C:8]([N:17]3[CH2:18][CH2:19][CH2:20][N:14]([CH3:13])[CH2:15][CH2:16]3)=[N:7][C:6]=2[CH:11]=1. The catalyst class is: 11. (9) Product: [CH3:30][C@H:29]1[C@@H:21]2[C:12]3([CH2:11][C:10]4[CH:9]=[C:8]([C:40]5[NH:39][N:38]=[CH:42][CH:41]=5)[N:25]=[CH:24][C:23]=4[N:22]2[CH2:26][C@@H:27]([CH3:31])[O:28]1)[C:17](=[O:18])[NH:16][C:15](=[O:19])[NH:14][C:13]3=[O:20]. The catalyst class is: 103. Reactant: O1CCOCC1.Br[C:8]1[N:25]=[CH:24][C:23]2[N:22]3[CH2:26][C@@H:27]([CH3:31])[O:28][C@@H:29]([CH3:30])[C@@H:21]3[C:12]3([C:17](=[O:18])[NH:16][C:15](=[O:19])[NH:14][C:13]3=[O:20])[CH2:11][C:10]=2[CH:9]=1.O1CCCCC1[N:38]1[C:42](B(O)O)=[CH:41][CH:40]=[N:39]1.C(=O)([O-])[O-].[Cs+].[Cs+]. (10) Reactant: [N:1]([C:4]1[CH:9]=[CH:8][C:7]([O:10][C:11]([F:14])([F:13])[F:12])=[CH:6][CH:5]=1)=[C:2]=[O:3].[NH2:15][C@@H:16]1[C@H:20]2[O:21][CH2:22][C@H:23]([C:24]#[N:25])[C@H:19]2[O:18][CH2:17]1. Product: [C:24]([C@@H:23]1[C@H:19]2[O:18][CH2:17][C@H:16]([NH:15][C:2]([NH:1][C:4]3[CH:9]=[CH:8][C:7]([O:10][C:11]([F:12])([F:13])[F:14])=[CH:6][CH:5]=3)=[O:3])[C@H:20]2[O:21][CH2:22]1)#[N:25]. The catalyst class is: 4.